This data is from Forward reaction prediction with 1.9M reactions from USPTO patents (1976-2016). The task is: Predict the product of the given reaction. (1) Given the reactants [F:1][C:2]([F:21])([F:20])[O:3][C:4]1[CH:9]=[CH:8][C:7]([N:10]2[CH2:14][CH:13]3[CH2:15][C:16](=O)[CH2:17][CH:12]3[C:11]2=[O:19])=[CH:6][CH:5]=1.[CH2:22]([NH2:29])[C:23]1[CH:28]=[CH:27][CH:26]=[CH:25][CH:24]=1.[BH-](OC(C)=O)(OC(C)=O)OC(C)=O.[Na+], predict the reaction product. The product is: [CH2:22]([NH:29][CH:16]1[CH2:17][CH:12]2[C:11](=[O:19])[N:10]([C:7]3[CH:8]=[CH:9][C:4]([O:3][C:2]([F:1])([F:21])[F:20])=[CH:5][CH:6]=3)[CH2:14][CH:13]2[CH2:15]1)[C:23]1[CH:28]=[CH:27][CH:26]=[CH:25][CH:24]=1. (2) Given the reactants [NH2:1][C:2]1[CH:3]=[C:4]([C:8]2[C:9]([NH2:28])=[N:10][CH:11]=[N:12][C:13]=2[O:14][C:15]2[CH:20]=[CH:19][C:18]([O:21][C:22]3[CH:27]=[CH:26][CH:25]=[CH:24][CH:23]=3)=[CH:17][CH:16]=2)[CH:5]=[CH:6][CH:7]=1.[F:29][C:30]1([F:42])[CH2:35][CH2:34][CH2:33][N:32]([CH2:36]/[CH:37]=[CH:38]/[C:39](O)=[O:40])[CH2:31]1, predict the reaction product. The product is: [NH2:28][C:9]1[C:8]([C:4]2[CH:3]=[C:2]([NH:1][C:39](=[O:40])/[CH:38]=[CH:37]/[CH2:36][N:32]3[CH2:33][CH2:34][CH2:35][C:30]([F:29])([F:42])[CH2:31]3)[CH:7]=[CH:6][CH:5]=2)=[C:13]([O:14][C:15]2[CH:20]=[CH:19][C:18]([O:21][C:22]3[CH:27]=[CH:26][CH:25]=[CH:24][CH:23]=3)=[CH:17][CH:16]=2)[N:12]=[CH:11][N:10]=1.